Dataset: TCR-epitope binding with 47,182 pairs between 192 epitopes and 23,139 TCRs. Task: Binary Classification. Given a T-cell receptor sequence (or CDR3 region) and an epitope sequence, predict whether binding occurs between them. (1) The epitope is KPLEFGATSAAL. The TCR CDR3 sequence is CASSPDRGQSNQPQHF. Result: 1 (the TCR binds to the epitope). (2) The epitope is KLPDDFTGCV. The TCR CDR3 sequence is CATSDSWTLNGETQYF. Result: 1 (the TCR binds to the epitope).